Dataset: Forward reaction prediction with 1.9M reactions from USPTO patents (1976-2016). Task: Predict the product of the given reaction. Given the reactants C(N(CC)CC)C.F[B-](F)(F)F.[C:13]1(=[O:27])[N:17](OC(N(C)C)=[N+](C)C)[C:16](=[O:26])[CH2:15][CH2:14]1.[CH:28]([C:30]1[CH:38]=[CH:37][C:33]([C:34]([OH:36])=[O:35])=[CH:32][CH:31]=1)=[O:29], predict the reaction product. The product is: [O:26]=[C:16]1[CH2:15][CH2:14][C:13](=[O:27])[N:17]1[O:35][C:34](=[O:36])[C:33]1[CH:37]=[CH:38][C:30]([CH:28]=[O:29])=[CH:31][CH:32]=1.